From a dataset of Full USPTO retrosynthesis dataset with 1.9M reactions from patents (1976-2016). Predict the reactants needed to synthesize the given product. (1) The reactants are: Br[C:2]1[S:3][C:4]2[C:5]([N:11]=1)=[N:6][CH:7]=[C:8]([Br:10])[N:9]=2.CCN(CC)CC.Cl.[NH2:20][CH2:21][C:22]([O:24][CH3:25])=[O:23]. Given the product [Br:10][C:8]1[N:9]=[C:4]2[S:3][C:2]([NH:20][CH2:21][C:22]([O:24][CH3:25])=[O:23])=[N:11][C:5]2=[N:6][CH:7]=1, predict the reactants needed to synthesize it. (2) Given the product [CH:14]([N:10]1[C:11]2[C:7](=[CH:6][C:5]([CH2:3][OH:4])=[CH:13][CH:12]=2)[CH:8]=[N:9]1)([CH3:16])[CH3:15], predict the reactants needed to synthesize it. The reactants are: CO[C:3]([C:5]1[CH:6]=[C:7]2[C:11](=[CH:12][CH:13]=1)[NH:10][N:9]=[CH:8]2)=[O:4].[CH:14](I)([CH3:16])[CH3:15].